This data is from Peptide-MHC class II binding affinity with 134,281 pairs from IEDB. The task is: Regression. Given a peptide amino acid sequence and an MHC pseudo amino acid sequence, predict their binding affinity value. This is MHC class II binding data. The peptide sequence is DEELLKAVRIIKILYQSNP. The MHC is DRB1_1101 with pseudo-sequence DRB1_1101. The binding affinity (normalized) is 0.610.